Predict the product of the given reaction. From a dataset of Forward reaction prediction with 1.9M reactions from USPTO patents (1976-2016). (1) The product is: [C:21]([C:2]1[CH:7]=[C:6]([NH:8][C:9](=[O:17])[C:10]([OH:16])([CH3:15])[CH2:11][CH:12]([CH3:14])[CH3:13])[CH:5]=[C:4]([O:18][CH3:19])[N:3]=1)#[N:22]. Given the reactants Br[C:2]1[CH:7]=[C:6]([NH:8][C:9](=[O:17])[C:10]([OH:16])([CH3:15])[CH2:11][CH:12]([CH3:14])[CH3:13])[CH:5]=[C:4]([O:18][CH3:19])[N:3]=1.[Cu][C:21]#[N:22], predict the reaction product. (2) The product is: [Cl:14][C:15]1[C:16]2[C:23]([I:24])=[CH:22][N:21]([CH:25]3[CH2:29][CH2:28][CH:27]([F:11])[CH2:26]3)[C:17]=2[N:18]=[CH:19][N:20]=1. Given the reactants COCCN(S(F)(F)[F:11])CCOC.[Cl:14][C:15]1[C:16]2[C:23]([I:24])=[CH:22][N:21]([CH:25]3[CH2:29][CH2:28][CH:27](O)[CH2:26]3)[C:17]=2[N:18]=[CH:19][N:20]=1.C(=O)([O-])O.[Na+], predict the reaction product. (3) Given the reactants [C:1]([O:5][C:6](=[O:35])[NH:7][C@:8]([C:26](C)(C)[O:27][SiH2]C(C)(C)C)([CH3:25])[CH2:9][CH2:10][C:11]1[CH:16]=[CH:15][C:14]([O:17][Si:18]([C:21]([CH3:24])([CH3:23])[CH3:22])([CH3:20])[CH3:19])=[CH:13][CH:12]=1)([CH3:4])([CH3:3])[CH3:2].O.CCOC(C)=O.C([O-])(O)=O.[Na+], predict the reaction product. The product is: [C:1]([O:5][C:6](=[O:35])[NH:7][C@:8]([CH2:26][OH:27])([CH3:25])[CH2:9][CH2:10][C:11]1[CH:16]=[CH:15][C:14]([O:17][Si:18]([C:21]([CH3:24])([CH3:23])[CH3:22])([CH3:19])[CH3:20])=[CH:13][CH:12]=1)([CH3:4])([CH3:2])[CH3:3]. (4) Given the reactants [C:1]([N:8]1[CH2:12][CH2:11][CH:10]=[CH:9]1)([O:3][C:4]([CH3:7])([CH3:6])[CH3:5])=[O:2].ClC1C=CC=C(C(OO)=[O:21])C=1, predict the reaction product. The product is: [C:4]([O:3][C:1]([N:8]1[CH2:12][CH:11]2[CH:10]([O:21]2)[CH2:9]1)=[O:2])([CH3:7])([CH3:6])[CH3:5]. (5) Given the reactants [CH:1]1([N:6]2[CH2:12][C:11]([F:14])([F:13])[C:10](=[O:15])[N:9]([CH3:16])[C:8]3[CH:17]=[N:18][C:19]([NH:21][C:22]4[CH:30]=[CH:29][C:25]([C:26](O)=[O:27])=[CH:24][C:23]=4[F:31])=[N:20][C:7]2=3)[CH2:5][CH2:4][CH2:3][CH2:2]1.O[N:33]1[C:37]2C=CC=CC=2N=N1.F[P-](F)(F)(F)(F)F.CN(C(N(C)C)=[N+]1C2C=CC=CC=2[N+]([O-])=N1)C.C(N(C(C)C)CC)(C)C.Cl.CN, predict the reaction product. The product is: [CH:1]1([N:6]2[CH2:12][C:11]([F:13])([F:14])[C:10](=[O:15])[N:9]([CH3:16])[C:8]3[CH:17]=[N:18][C:19]([NH:21][C:22]4[CH:30]=[CH:29][C:25]([C:26]([NH:33][CH3:37])=[O:27])=[CH:24][C:23]=4[F:31])=[N:20][C:7]2=3)[CH2:5][CH2:4][CH2:3][CH2:2]1. (6) Given the reactants [Cl:1][C:2]1[C:10]([Cl:11])=[CH:9][CH:8]=[CH:7][C:3]=1[C:4]([OH:6])=O.[N:12]1([CH:18]([C:21]2[CH:22]=[N:23][C:24]([C:27]([F:30])([F:29])[F:28])=[CH:25][CH:26]=2)[CH2:19][NH2:20])[CH2:17][CH2:16][O:15][CH2:14][CH2:13]1, predict the reaction product. The product is: [Cl:1][C:2]1[C:10]([Cl:11])=[CH:9][CH:8]=[CH:7][C:3]=1[C:4]([NH:20][CH2:19][CH:18]([N:12]1[CH2:17][CH2:16][O:15][CH2:14][CH2:13]1)[C:21]1[CH:22]=[N:23][C:24]([C:27]([F:30])([F:28])[F:29])=[CH:25][CH:26]=1)=[O:6].